This data is from Full USPTO retrosynthesis dataset with 1.9M reactions from patents (1976-2016). The task is: Predict the reactants needed to synthesize the given product. (1) Given the product [Cl:11][C:12]1[C:17]([Cl:18])=[CH:16][CH:15]=[CH:14][C:13]=1[S:19]([NH:22][C:23]1[C:28]([O:10][CH2:9][C:6]2[CH:7]=[N:8][C:3]([O:2][CH3:1])=[CH:4][CH:5]=2)=[N:27][C:26]([Cl:30])=[CH:25][N:24]=1)(=[O:21])=[O:20], predict the reactants needed to synthesize it. The reactants are: [CH3:1][O:2][C:3]1[N:8]=[CH:7][C:6]([CH2:9][OH:10])=[CH:5][CH:4]=1.[Cl:11][C:12]1[C:17]([Cl:18])=[CH:16][CH:15]=[CH:14][C:13]=1[S:19]([NH:22][C:23]1[C:28](Cl)=[N:27][C:26]([Cl:30])=[CH:25][N:24]=1)(=[O:21])=[O:20]. (2) Given the product [NH2:20][C:19]1[C:3]2[C:2](=[N:7][C:6]([N:8]3[CH2:9][CH2:10][CH2:11][CH2:12]3)=[C:5]3[CH2:13][O:14][C:15]([CH3:17])([CH3:18])[CH2:16][C:4]3=2)[S:1][C:28]=1[C:29]([NH2:31])=[O:30], predict the reactants needed to synthesize it. The reactants are: [SH:1][C:2]1[N:7]=[C:6]([N:8]2[CH2:12][CH2:11][CH2:10][CH2:9]2)[C:5]2[CH2:13][O:14][C:15]([CH3:18])([CH3:17])[CH2:16][C:4]=2[C:3]=1[C:19]#[N:20].C(=O)([O-])[O-].[K+].[K+].Cl[CH2:28][C:29]([NH2:31])=[O:30]. (3) Given the product [Cl:27][C:2]#[C:1][C:3]1[CH:8]=[C:7]([CH3:9])[C:6]([C:10]2[C:11](=[O:25])[CH2:12][CH:13]([CH2:18][CH:19]3[CH2:20][CH2:21][O:22][CH2:23][CH2:24]3)[CH2:14][C:15]=2[O:16][CH3:17])=[C:5]([CH3:26])[CH:4]=1, predict the reactants needed to synthesize it. The reactants are: [C:1]([C:3]1[CH:8]=[C:7]([CH3:9])[C:6]([C:10]2[C:11](=[O:25])[CH2:12][CH:13]([CH2:18][CH:19]3[CH2:24][CH2:23][O:22][CH2:21][CH2:20]3)[CH2:14][C:15]=2[O:16][CH3:17])=[C:5]([CH3:26])[CH:4]=1)#[CH:2].[Cl:27]N1C(=O)CCC1=O. (4) Given the product [I:19][C:10]1[C:11]([NH2:13])=[CH:12][C:7]([N:1]2[CH2:2][CH2:3][O:4][CH2:5][CH2:6]2)=[N:8][CH:9]=1, predict the reactants needed to synthesize it. The reactants are: [N:1]1([C:7]2[CH:12]=[C:11]([NH2:13])[CH:10]=[CH:9][N:8]=2)[CH2:6][CH2:5][O:4][CH2:3][CH2:2]1.C([O-])(=O)C.[Na+].[I:19]Cl.O.